The task is: Predict the reactants needed to synthesize the given product.. This data is from Full USPTO retrosynthesis dataset with 1.9M reactions from patents (1976-2016). (1) Given the product [CH3:29][N:30]([CH3:45])[C:31]1[CH:32]=[CH:33][C:34]([C:37]2[CH:44]=[CH:43][C:40]([CH2:41][NH:42][C:24]([C:20]3[N:21]([CH3:23])[CH:22]=[C:18]([NH:17][C:15]([C:10]4[C:9]([C:6]5[CH:5]=[CH:4][C:3]([C:2]([F:28])([F:1])[F:27])=[CH:8][CH:7]=5)=[CH:14][CH:13]=[CH:12][CH:11]=4)=[O:16])[CH:19]=3)=[O:25])=[CH:39][CH:38]=2)=[N:35][CH:36]=1, predict the reactants needed to synthesize it. The reactants are: [F:1][C:2]([F:28])([F:27])[C:3]1[CH:8]=[CH:7][C:6]([C:9]2[C:10]([C:15]([NH:17][C:18]3[CH:19]=[C:20]([C:24](O)=[O:25])[N:21]([CH3:23])[CH:22]=3)=[O:16])=[CH:11][CH:12]=[CH:13][CH:14]=2)=[CH:5][CH:4]=1.[CH3:29][N:30]([CH3:45])[C:31]1[CH:32]=[CH:33][C:34]([C:37]2[CH:44]=[CH:43][C:40]([CH2:41][NH2:42])=[CH:39][CH:38]=2)=[N:35][CH:36]=1.CN(C(ON1N=NC2C=CC=CC1=2)=[N+](C)C)C.[B-](F)(F)(F)F.C(N(C(C)C)C(C)C)C. (2) Given the product [Cl:12][C:10]1[CH:11]=[C:6]([NH:5][C:4]2[N:3]=[C:1]([NH2:2])[NH:23][N:22]=2)[CH:7]=[C:8]([Cl:19])[C:9]=1[C:13]1[CH:18]=[CH:17][CH:16]=[CH:15][CH:14]=1, predict the reactants needed to synthesize it. The reactants are: [C:1](/[N:3]=[C:4](\SC)/[NH:5][C:6]1[CH:11]=[C:10]([Cl:12])[C:9]([C:13]2[CH:18]=[CH:17][CH:16]=[CH:15][CH:14]=2)=[C:8]([Cl:19])[CH:7]=1)#[N:2].[NH2:22][NH2:23]. (3) Given the product [Cl:21][C:19]1[CH:18]=[CH:17][C:13]([C:14]([OH:16])=[O:15])=[C:12]([O:6][CH2:5][CH:4]([F:7])[F:3])[N:20]=1, predict the reactants needed to synthesize it. The reactants are: [H-].[Na+].[F:3][CH:4]([F:7])[CH2:5][OH:6].C(Cl)Cl.Cl[C:12]1[N:20]=[C:19]([Cl:21])[CH:18]=[CH:17][C:13]=1[C:14]([OH:16])=[O:15]. (4) Given the product [CH2:31]1[C:30]2=[CH:29][C:3]3[CH:4]=[N:5][CH:6]=[CH:7][C:2]=3[N:1]2[CH2:33][CH2:32]1, predict the reactants needed to synthesize it. The reactants are: [NH2:1][C:2]1[CH:7]=[CH:6][N:5]=[CH:4][C:3]=1I.FC(F)(F)C(OC(=O)C(F)(F)F)=O.C(=O)([O-])[O-].[K+].[K+].Cl[CH2:29][CH2:30][CH2:31][C:32]#[CH:33].[I-].[Na+].[H-].[Na+]. (5) Given the product [CH3:1][O:2][C:3](=[O:27])[CH:4]([NH:5][C:6]([C:7]1[CH:12]=[CH:11][CH:10]=[CH:9][CH:8]=1)([C:13]1[CH:14]=[CH:15][CH:16]=[CH:17][CH:18]=1)[C:19]1[CH:24]=[CH:23][CH:22]=[CH:21][CH:20]=1)[CH2:25][O:26][C:64]1[CH:63]=[CH:62][C:61]([CH2:60][CH2:59][CH2:58][CH2:57][NH:56][C:55]([O:54][CH2:47][C:48]2[CH:53]=[CH:52][CH:51]=[CH:50][CH:49]=2)=[O:68])=[CH:66][CH:65]=1, predict the reactants needed to synthesize it. The reactants are: [CH3:1][O:2][C:3](=[O:27])[C@H:4]([CH2:25][OH:26])[NH:5][C:6]([C:19]1[CH:24]=[CH:23][CH:22]=[CH:21][CH:20]=1)([C:13]1[CH:18]=[CH:17][CH:16]=[CH:15][CH:14]=1)[C:7]1[CH:12]=[CH:11][CH:10]=[CH:9][CH:8]=1.C1(P(C2C=CC=CC=2)C2C=CC=CC=2)C=CC=CC=1.[CH2:47]([O:54][C:55](=[O:68])[NH:56][CH2:57][CH2:58][CH2:59][CH2:60][C:61]1[CH:66]=[CH:65][C:64](O)=[CH:63][CH:62]=1)[C:48]1[CH:53]=[CH:52][CH:51]=[CH:50][CH:49]=1.N(C(OC(C)C)=O)=NC(OC(C)C)=O.